From a dataset of Full USPTO retrosynthesis dataset with 1.9M reactions from patents (1976-2016). Predict the reactants needed to synthesize the given product. (1) Given the product [Br:19][CH2:2][C:3]1[C:8]([CH3:9])=[C:7]([F:10])[CH:6]=[CH:5][C:4]=1[N:11]1[C:15](=[O:16])[N:14]([CH3:17])[N:13]=[N:12]1, predict the reactants needed to synthesize it. The reactants are: O[CH2:2][C:3]1[C:8]([CH3:9])=[C:7]([F:10])[CH:6]=[CH:5][C:4]=1[N:11]1[C:15](=[O:16])[N:14]([CH3:17])[N:13]=[N:12]1.P(Br)(Br)[Br:19]. (2) Given the product [Br:32][C:29]1[CH:30]=[CH:31][C:26]([NH:25][C:15]2[C:14]([C:12]([NH:2][NH2:3])=[O:11])=[C:22]3[N:18]([CH2:19][CH2:20][CH2:21]3)[C:17](=[O:23])[C:16]=2[F:24])=[C:27]([F:33])[CH:28]=1, predict the reactants needed to synthesize it. The reactants are: Cl.[NH2:2][NH2:3].FC1C([O:11][C:12]([C:14]2[C:15]([NH:25][C:26]3[CH:31]=[CH:30][C:29]([Br:32])=[CH:28][C:27]=3[F:33])=[C:16]([F:24])[C:17](=[O:23])[N:18]3[C:22]=2[CH2:21][CH2:20][CH2:19]3)=O)=C(F)C(F)=C(F)C=1F. (3) Given the product [Br:1][C:2]1[CH:3]=[N:4][C:5]2[C:10]([CH:11]=1)=[CH:9][C:8]([C:12]1[CH2:16][C:15]([CH:21]=[CH2:22])([C:17]([OH:19])=[O:18])[O:14][N:13]=1)=[CH:7][CH:6]=2, predict the reactants needed to synthesize it. The reactants are: [Br:1][C:2]1[CH:3]=[N:4][C:5]2[C:10]([CH:11]=1)=[CH:9][C:8]([C:12]1[CH2:16][C:15]([CH:21]=[CH2:22])([C:17]([O:19]C)=[O:18])[O:14][N:13]=1)=[CH:7][CH:6]=2.O.[OH-].[Li+]. (4) Given the product [CH2:40]([O:39][CH2:38][CH2:37][N:18]1[C:19]2[C:24](=[CH:23][CH:22]=[C:21]([C:32]([O:34][CH3:35])=[O:33])[CH:20]=2)[C:25]([CH:26]2[CH2:31][CH2:30][CH2:29][CH2:28][CH2:27]2)=[C:17]1[C:16]1[C:11]([O:10][CH2:3][C:4]2[CH:5]=[CH:6][CH:7]=[CH:8][CH:9]=2)=[N:12][CH:13]=[CH:14][CH:15]=1)[C:41]1[CH:46]=[CH:45][CH:44]=[CH:43][CH:42]=1, predict the reactants needed to synthesize it. The reactants are: [H-].[Na+].[CH2:3]([O:10][C:11]1[C:16]([C:17]2[NH:18][C:19]3[C:24]([C:25]=2[CH:26]2[CH2:31][CH2:30][CH2:29][CH2:28][CH2:27]2)=[CH:23][CH:22]=[C:21]([C:32]([O:34][CH3:35])=[O:33])[CH:20]=3)=[CH:15][CH:14]=[CH:13][N:12]=1)[C:4]1[CH:9]=[CH:8][CH:7]=[CH:6][CH:5]=1.Br[CH2:37][CH2:38][O:39][CH2:40][C:41]1[CH:46]=[CH:45][CH:44]=[CH:43][CH:42]=1. (5) The reactants are: Br[C:2]1[C:6](=[O:7])[C:5]2([CH2:12][CH2:11][N:10]([C:13]([O:15][C:16]([CH3:19])([CH3:18])[CH3:17])=[O:14])[CH2:9][CH2:8]2)[O:4][C:3]=1[C:20]1[CH:25]=[CH:24][N:23]=[CH:22][CH:21]=1.[O:26]1[C:30]2[CH:31]=[CH:32][C:33](B(O)O)=[CH:34][C:29]=2[O:28][CH2:27]1.C([O-])([O-])=O.[Na+].[Na+]. Given the product [O:26]1[C:30]2[CH:31]=[CH:32][C:33]([C:2]3[C:6](=[O:7])[C:5]4([CH2:8][CH2:9][N:10]([C:13]([O:15][C:16]([CH3:18])([CH3:19])[CH3:17])=[O:14])[CH2:11][CH2:12]4)[O:4][C:3]=3[C:20]3[CH:21]=[CH:22][N:23]=[CH:24][CH:25]=3)=[CH:34][C:29]=2[O:28][CH2:27]1, predict the reactants needed to synthesize it. (6) Given the product [Br:1][C:2]1[CH:10]=[CH:9][CH:8]=[CH:7][C:3]=1[C:4]([N:21]1[CH2:22][CH2:23][CH2:24][C:19]([OH:25])([C:15]2[CH:16]=[CH:17][CH:18]=[C:13]([O:12][CH3:11])[CH:14]=2)[CH2:20]1)=[O:5], predict the reactants needed to synthesize it. The reactants are: [Br:1][C:2]1[CH:10]=[CH:9][CH:8]=[CH:7][C:3]=1[C:4](Cl)=[O:5].[CH3:11][O:12][C:13]1[CH:14]=[C:15]([C:19]2([OH:25])[CH2:24][CH2:23][CH2:22][NH:21][CH2:20]2)[CH:16]=[CH:17][CH:18]=1. (7) Given the product [ClH:17].[CH3:15][CH:10]1[C:11](=[O:14])[CH2:12][CH2:13][NH:8][CH2:9]1, predict the reactants needed to synthesize it. The reactants are: C(OC([N:8]1[CH2:13][CH2:12][C:11](=[O:14])[CH:10]([CH3:15])[CH2:9]1)=O)(C)(C)C.C(Cl)[Cl:17]. (8) Given the product [CH:1]1([C:4]2[CH:5]=[C:6]([C@@H:16]([CH2:20][C@H:21]3[CH2:25][CH2:24][C:23](=[O:26])[CH2:22]3)[C:17]([OH:19])=[O:18])[CH:7]=[CH:8][C:9]=2[S:10]([CH:13]2[CH2:14][CH2:15]2)(=[O:12])=[O:11])[CH2:2][CH2:3]1, predict the reactants needed to synthesize it. The reactants are: [CH:1]1([C:4]2[CH:5]=[C:6]([C@@H:16]([CH2:20][C@H:21]3[CH2:25][CH2:24][C:23]4(OCC(C)(C)C[O:26]4)[CH2:22]3)[C:17]([OH:19])=[O:18])[CH:7]=[CH:8][C:9]=2[S:10]([CH:13]2[CH2:15][CH2:14]2)(=[O:12])=[O:11])[CH2:3][CH2:2]1.Cl. (9) Given the product [CH2:9]1[C:4]2[C:3](=[C:8]([CH2:10][CH2:11][C:12]3[CH:13]=[CH:14][C:15]([C:16]([O:18][CH3:19])=[O:17])=[CH:20][CH:21]=3)[CH:7]=[CH:6][CH:5]=2)[CH2:2][NH:1]1, predict the reactants needed to synthesize it. The reactants are: [NH:1]1[C:9]2[C:4](=[CH:5][CH:6]=[CH:7][C:8]=2[CH2:10][CH2:11][C:12]2[CH:21]=[CH:20][C:15]([C:16]([O:18][CH3:19])=[O:17])=[CH:14][CH:13]=2)[CH2:3][CH2:2]1.BrC1C=CC=C2C=1CNC2.C(C1C=CC(C(OC)=O)=CC=1)=C. (10) Given the product [CH3:12][C:4]1[C:3]([C:13]2[S:14][CH:15]=[CH:16][CH:17]=2)=[N:2][O:11][C:5]=1[C:6]([O:8][CH2:9][CH3:10])=[O:7], predict the reactants needed to synthesize it. The reactants are: O[N:2]=[C:3]([C:13]1[S:14][CH:15]=[CH:16][CH:17]=1)[CH:4]([CH3:12])[C:5](=[O:11])[C:6]([O:8][CH2:9][CH3:10])=[O:7].S(=O)(=O)(O)O.C(=O)(O)[O-].[Na+].